This data is from Catalyst prediction with 721,799 reactions and 888 catalyst types from USPTO. The task is: Predict which catalyst facilitates the given reaction. (1) Reactant: F[C:2]1[CH:7]=[CH:6][CH:5]=[CH:4][C:3]=1[N+:8]([O-:10])=[O:9].C(=O)([O-])[O-].[K+].[K+].[NH2:17][CH2:18][CH2:19][N:20]1[CH2:25][CH2:24][O:23][CH2:22][CH2:21]1. Product: [N:20]1([CH2:19][CH2:18][NH:17][C:2]2[CH:7]=[CH:6][CH:5]=[CH:4][C:3]=2[N+:8]([O-:10])=[O:9])[CH2:25][CH2:24][O:23][CH2:22][CH2:21]1. The catalyst class is: 1. (2) Reactant: C([O:5][C:6](=[O:38])[C:7]([S:10][C:11]1[CH:20]=[CH:19][C:18]2[CH2:17][CH:16]([N:21]([CH2:36][CH3:37])[C:22]([NH:24][C:25]3[CH:30]=[CH:29][C:28]([O:31][C:32]([F:35])([F:34])[F:33])=[CH:27][CH:26]=3)=[O:23])[CH2:15][CH2:14][C:13]=2[CH:12]=1)([CH3:9])[CH3:8])(C)(C)C.C(O)(C(F)(F)F)=O. Product: [CH2:36]([N:21]([CH:16]1[CH2:15][CH2:14][C:13]2[CH:12]=[C:11]([S:10][C:7]([CH3:8])([CH3:9])[C:6]([OH:38])=[O:5])[CH:20]=[CH:19][C:18]=2[CH2:17]1)[C:22]([NH:24][C:25]1[CH:26]=[CH:27][C:28]([O:31][C:32]([F:35])([F:33])[F:34])=[CH:29][CH:30]=1)=[O:23])[CH3:37]. The catalyst class is: 2. (3) Reactant: Br[C:2]1[CH:3]=[C:4]2[C:8](=[C:9]([CH3:11])[CH:10]=1)[N:7]([CH3:12])[N:6]=[CH:5]2.C([Li])CCC.CON(C)[C:21]([C:23]1[CH:28]=[C:27]([Cl:29])[N:26]=[CH:25][N:24]=1)=[O:22].C(=O)([O-])O.[Na+]. Product: [Cl:29][C:27]1[N:26]=[CH:25][N:24]=[C:23]([C:21]([C:2]2[CH:3]=[C:4]3[C:8](=[C:9]([CH3:11])[CH:10]=2)[N:7]([CH3:12])[N:6]=[CH:5]3)=[O:22])[CH:28]=1. The catalyst class is: 1. (4) Reactant: [Cl:1][C:2]1[C:11]([Cl:12])=[CH:10][CH:9]=[C:8]2[C:3]=1[CH:4]=[CH:5][N:6]([CH2:14][CH:15]1[CH2:20][CH2:19][N:18](C(OC(C)(C)C)=O)[CH2:17][CH2:16]1)[C:7]2=[O:13].Cl. Product: [ClH:1].[Cl:1][C:2]1[C:11]([Cl:12])=[CH:10][CH:9]=[C:8]2[C:3]=1[CH:4]=[CH:5][N:6]([CH2:14][CH:15]1[CH2:20][CH2:19][NH:18][CH2:17][CH2:16]1)[C:7]2=[O:13]. The catalyst class is: 12. (5) Reactant: [CH3:1][O:2][C:3]1[CH:15]=[C:14]([O:16][CH3:17])[CH:13]=[CH:12][C:4]=1[CH2:5][NH:6][C:7]1[S:8][CH:9]=[CH:10][N:11]=1.C[Si](C)(C)[N-][Si](C)(C)C.[Li+].Cl[S:29]([C:32]1[CH:40]=[CH:39][C:35]([C:36]([OH:38])=[O:37])=[CH:34][CH:33]=1)(=[O:31])=[O:30]. The catalyst class is: 1. Product: [CH3:1][O:2][C:3]1[CH:15]=[C:14]([O:16][CH3:17])[CH:13]=[CH:12][C:4]=1[CH2:5][N:6]([C:7]1[S:8][CH:9]=[CH:10][N:11]=1)[S:29]([C:32]1[CH:33]=[CH:34][C:35]([C:36]([OH:38])=[O:37])=[CH:39][CH:40]=1)(=[O:31])=[O:30]. (6) Reactant: [OH:1][C@H:2]1[CH2:7][CH2:6][C@H:5]([NH:8][C:9](=[O:15])[O:10][C:11]([CH3:14])([CH3:13])[CH3:12])[CH2:4][CH2:3]1.[H-].[Na+].[CH2:18]1OCCOCCOCCOCCOC1.IC. Product: [CH3:18][O:1][C@H:2]1[CH2:7][CH2:6][C@H:5]([NH:8][C:9](=[O:15])[O:10][C:11]([CH3:12])([CH3:14])[CH3:13])[CH2:4][CH2:3]1. The catalyst class is: 83. (7) Reactant: [NH2:1][C:2]([NH:4][C:5]1[CH:9]=[CH:8][S:7][C:6]=1[C:10]([O:12]C)=O)=[O:3].[OH-].[Na+].S(=O)(=O)(O)O. Product: [NH:4]1[C:5]2[CH:9]=[CH:8][S:7][C:6]=2[C:10](=[O:12])[NH:1][C:2]1=[O:3]. The catalyst class is: 24.